The task is: Binary Classification. Given a drug SMILES string, predict its activity (active/inactive) in a high-throughput screening assay against a specified biological target.. This data is from HIV replication inhibition screening data with 41,000+ compounds from the AIDS Antiviral Screen. (1) The molecule is Cc1c(C(C)C2NCC(C)CC2O)ccc2c1CC1C2CC=C2CC(O)CCC21C. The result is 0 (inactive). (2) The drug is COCCOCCOC(=O)C(CO)(CC(CO)(C(C)=O)C(=O)OCCOCCOC)C(C)=O. The result is 0 (inactive). (3) The drug is COc1cc2c(cc1OC)C1C(=O)c3c(O)cc4c(c3OC1CO2)C=CC(C)(C)O4. The result is 0 (inactive).